Task: Predict which catalyst facilitates the given reaction.. Dataset: Catalyst prediction with 721,799 reactions and 888 catalyst types from USPTO (1) Reactant: [Cl:1][C:2]1[CH:3]=[C:4]([C:9]([C@H:11]2[CH2:13][C@@H:12]2[C:14]([O:16][CH2:17][CH2:18][O:19]C2CCCCO2)=[O:15])=[O:10])[CH:5]=[CH:6][C:7]=1[Cl:8]. Product: [Cl:1][C:2]1[CH:3]=[C:4]([C:9]([C@H:11]2[CH2:13][C@@H:12]2[C:14]([O:16][CH2:17][CH2:18][OH:19])=[O:15])=[O:10])[CH:5]=[CH:6][C:7]=1[Cl:8]. The catalyst class is: 33. (2) Reactant: N1C(C)=CC(C)=CC=1C.[Cl:10][C:11]1[CH:44]=[CH:43][C:14]([CH2:15][NH:16][C:17]([C:19]2[C:20](=[O:42])[C:21]3[CH:39]=[C:38]([CH2:40]O)[S:37][C:22]=3[N:23]([CH2:25][CH2:26][O:27][CH2:28][CH2:29][O:30][CH:31]3[CH2:36][CH2:35][CH2:34][CH2:33][O:32]3)[CH:24]=2)=[O:18])=[CH:13][CH:12]=1.CS([Cl:49])(=O)=O. Product: [Cl:10][C:11]1[CH:12]=[CH:13][C:14]([CH2:15][NH:16][C:17]([C:19]2[C:20](=[O:42])[C:21]3[CH:39]=[C:38]([CH2:40][Cl:49])[S:37][C:22]=3[N:23]([CH2:25][CH2:26][O:27][CH2:28][CH2:29][O:30][CH:31]3[CH2:36][CH2:35][CH2:34][CH2:33][O:32]3)[CH:24]=2)=[O:18])=[CH:43][CH:44]=1. The catalyst class is: 1. (3) Reactant: [F:1][C:2]1[CH:3]=[N:4][CH:5]=[CH:6][C:7]=1[C:8]1[C:9]([C:18]2[CH:23]=[CH:22][CH:21]=[CH:20][C:19]=2[F:24])=[N:10][C:11]([NH2:17])=[C:12]([N+:14]([O-])=O)[CH:13]=1. Product: [F:1][C:2]1[CH:3]=[N:4][CH:5]=[CH:6][C:7]=1[C:8]1[C:9]([C:18]2[CH:23]=[CH:22][CH:21]=[CH:20][C:19]=2[F:24])=[N:10][C:11]([NH2:17])=[C:12]([NH2:14])[CH:13]=1. The catalyst class is: 63. (4) Reactant: [OH:1][C:2]1[CH:6]=[C:5]([C:7]([F:10])([F:9])[F:8])[S:4][C:3]=1[CH2:11][N:12]1[C:20]2[C:15](=[CH:16][CH:17]=[CH:18][CH:19]=2)[C:14]2([C:24]3=[CH:25][C:26]4[O:30][CH2:29][O:28][C:27]=4[CH:31]=[C:23]3[O:22][CH2:21]2)[C:13]1=[O:32].[OH-].[Na+].I[CH3:36]. Product: [CH3:36][O:1][C:2]1[CH:6]=[C:5]([C:7]([F:8])([F:9])[F:10])[S:4][C:3]=1[CH2:11][N:12]1[C:20]2[C:15](=[CH:16][CH:17]=[CH:18][CH:19]=2)[C:14]2([C:24]3=[CH:25][C:26]4[O:30][CH2:29][O:28][C:27]=4[CH:31]=[C:23]3[O:22][CH2:21]2)[C:13]1=[O:32]. The catalyst class is: 9. (5) Reactant: Br[C:2]1[CH:3]=[CH:4][C:5]([N:10]2[CH2:14][CH2:13][CH:12]([OH:15])[CH2:11]2)=[N:6][C:7]=1[O:8][CH3:9].[Cl:16][C:17]1[CH:25]=[C:24]2[C:20]([C:21]([C:26]([O:28][CH3:29])=[O:27])=[CH:22][NH:23]2)=[CH:19][C:18]=1B1OCC(C)(C)CO1.C(=O)([O-])[O-].[K+].[K+]. Product: [Cl:16][C:17]1[CH:25]=[C:24]2[C:20]([C:21]([C:26]([O:28][CH3:29])=[O:27])=[CH:22][NH:23]2)=[CH:19][C:18]=1[C:2]1[C:7]([O:8][CH3:9])=[N:6][C:5]([N:10]2[CH2:14][CH2:13][CH:12]([OH:15])[CH2:11]2)=[CH:4][CH:3]=1. The catalyst class is: 234. (6) Product: [C:1]1([S:7]([CH:23]2[O:22][CH:21]([CH2:20][O:19][C:18]3[CH:17]=[CH:16][C:15]([F:14])=[CH:40][CH:39]=3)[CH2:25][CH2:24]2)(=[O:9])=[O:10])[CH:2]=[CH:3][CH:4]=[CH:5][CH:6]=1. Reactant: [C:1]1([S:7]([OH:10])(=[O:9])=O)[CH:6]=[CH:5][CH:4]=[CH:3][CH:2]=1.[Cl-].[Cl-].[Ca+2].[F:14][C:15]1[CH:40]=[CH:39][C:18]([O:19][CH2:20][CH:21]2[CH2:25][CH2:24][CH:23](C#CCCOC(C3CCCCO3)=O)[O:22]2)=[CH:17][CH:16]=1. The catalyst class is: 4.